Task: Predict the reactants needed to synthesize the given product.. Dataset: Full USPTO retrosynthesis dataset with 1.9M reactions from patents (1976-2016) Given the product [Cl:1][C:2]1[CH:3]=[C:4]([C:12]2[O:14][N:49]=[C:50]([C:51]3[C:52]([CH3:68])=[C:53]4[C:58](=[CH:59][CH:60]=3)[CH2:57][N:56]([C:61]([O:63][C:64]([CH3:66])([CH3:65])[CH3:67])=[O:62])[CH2:55][CH2:54]4)[N:69]=2)[CH:5]=[N:6][C:7]=1[O:8][CH:9]([CH3:10])[CH3:11], predict the reactants needed to synthesize it. The reactants are: [Cl:1][C:2]1[CH:3]=[C:4]([C:12]([OH:14])=O)[CH:5]=[N:6][C:7]=1[O:8][CH:9]([CH3:11])[CH3:10].CN(C(ON1N=NC2C=CC=NC1=2)=[N+](C)C)C.F[P-](F)(F)(F)(F)F.CCN(C(C)C)C(C)C.O[NH:49][C:50](=[NH:69])[C:51]1[C:52]([CH3:68])=[C:53]2[C:58](=[CH:59][CH:60]=1)[CH2:57][N:56]([C:61]([O:63][C:64]([CH3:67])([CH3:66])[CH3:65])=[O:62])[CH2:55][CH2:54]2.